This data is from Reaction yield outcomes from USPTO patents with 853,638 reactions. The task is: Predict the reaction yield, written as a fraction of the theoretical maximum amount of product (1.0 means a 100% yield; for example, 0.34 means a 34% yield). (1) The reactants are [OH2:1].[NH2:2][NH2:3].Cl[C:5]1[N:10]=[CH:9][C:8]([NH:11][S:12]([C:15]2[CH:20]=[C:19]([F:21])[CH:18]=[C:17]([F:22])[CH:16]=2)(=O)=[O:13])=[CH:7][C:6]=1[C:23]#[N:24]. The catalyst is C(O)C. The product is [NH2:24][C:23]1[C:6]2[C:5](=[N:10][CH:9]=[C:8]([NH:11][S:12]([C:15]3[CH:20]=[C:19]([F:21])[CH:18]=[C:17]([F:22])[CH:16]=3)(=[O:13])=[O:1])[CH:7]=2)[NH:3][N:2]=1. The yield is 1.00. (2) The reactants are [F:1][C:2]1[CH:3]=[CH:4][C:5]([O:9][CH3:10])=[C:6]([CH:8]=1)[NH2:7].Br.Br[CH:13]([C:15]1[CH:16]=[C:17]([C:32]([N:34]([CH3:36])[CH3:35])=[O:33])[CH:18]=[C:19]2[C:24]=1[O:23][C:22]([N:25]1[CH2:30][CH2:29][O:28][CH2:27][CH2:26]1)=[CH:21][C:20]2=[O:31])[CH3:14]. No catalyst specified. The product is [F:1][C:2]1[CH:3]=[CH:4][C:5]([O:9][CH3:10])=[C:6]([NH:7][CH:13]([C:15]2[CH:16]=[C:17]([C:32]([N:34]([CH3:36])[CH3:35])=[O:33])[CH:18]=[C:19]3[C:24]=2[O:23][C:22]([N:25]2[CH2:30][CH2:29][O:28][CH2:27][CH2:26]2)=[CH:21][C:20]3=[O:31])[CH3:14])[CH:8]=1. The yield is 0.560. (3) The reactants are [N-:1]=[N+:2]=[N-:3].[Na+].CC1C=CC(S(O[CH2:16][CH2:17][N:18]2[CH:22]=[C:21]([C:23]3[CH:28]=[CH:27][CH:26]=[CH:25][CH:24]=3)[CH:20]=[C:19]2[CH3:29])(=O)=O)=CC=1. The catalyst is CN(C)C=O. The product is [N:1]([CH2:16][CH2:17][N:18]1[CH:22]=[C:21]([C:23]2[CH:28]=[CH:27][CH:26]=[CH:25][CH:24]=2)[CH:20]=[C:19]1[CH3:29])=[N+:2]=[N-:3]. The yield is 0.860. (4) The reactants are [F:1][C:2]1[C:11]([OH:12])=[CH:10][CH:9]=[C:8]([F:13])[C:3]=1[C:4]([O:6]C)=[O:5].[CH2:14]([OH:20])[CH2:15][O:16][CH2:17][CH2:18]O.[CH3:21]OC.C1C=CC(P(C2C=CC=CC=2)C2C=CC=CC=2)=CC=1.CC(OC(/N=N/C(OC(C)C)=O)=O)C.[OH-].[Na+]. The catalyst is C1COCC1.O. The product is [F:1][C:2]1[C:11]([O:12][CH2:18][CH2:17][O:16][CH2:15][CH2:14][O:20][CH3:21])=[CH:10][CH:9]=[C:8]([F:13])[C:3]=1[C:4]([OH:6])=[O:5]. The yield is 0.650. (5) The reactants are O.[OH-].[Li+].C[O:5][C:6](=[O:33])[C:7]1[CH:12]=[CH:11][C:10]([N:13]2[CH2:18][CH2:17][N:16]([C:19](=[O:30])[C:20]3[CH:25]=[CH:24][CH:23]=[CH:22][C:21]=3[C:26]([F:29])([F:28])[F:27])[CH2:15][CH2:14]2)=[N:9][C:8]=1[O:31][CH3:32]. The catalyst is C1COCC1.O. The product is [CH3:32][O:31][C:8]1[N:9]=[C:10]([N:13]2[CH2:18][CH2:17][N:16]([C:19](=[O:30])[C:20]3[CH:25]=[CH:24][CH:23]=[CH:22][C:21]=3[C:26]([F:29])([F:28])[F:27])[CH2:15][CH2:14]2)[CH:11]=[CH:12][C:7]=1[C:6]([OH:33])=[O:5]. The yield is 0.960. (6) The reactants are [CH3:1][CH:2]([OH:4])[CH3:3].[H-].[Na+].[Cl:7][C:8]1[CH:13]=[N:12][CH:11]=[C:10](Cl)[N:9]=1. The catalyst is C1COCC1. The product is [Cl:7][C:8]1[CH:13]=[N:12][CH:11]=[C:10]([O:4][CH:2]([CH3:3])[CH3:1])[N:9]=1. The yield is 0.860.